The task is: Predict which catalyst facilitates the given reaction.. This data is from Catalyst prediction with 721,799 reactions and 888 catalyst types from USPTO. (1) Reactant: [Si]([O:8][CH2:9][C@H:10]1[CH2:14][CH2:13][C:12](=[O:15])[N:11]1[C:16]1[CH:46]=[C:45]([F:47])[CH:44]=[CH:43][C:17]=1[CH2:18][NH:19][C:20]([C:22]1[N:23]=[C:24]2[N:29]([C:30](=[O:40])[C:31]=1[O:32][CH2:33][C:34]1[CH:39]=[CH:38][CH:37]=[CH:36][CH:35]=1)[CH2:28][CH2:27][O:26][C:25]2([CH3:42])[CH3:41])=[O:21])(C(C)(C)C)(C)C.[F-].C([N+](CCCC)(CCCC)CCCC)CCC.C([O-])(O)=O.[Na+]. Product: [F:47][C:45]1[CH:44]=[CH:43][C:17]([CH2:18][NH:19][C:20]([C:22]2[N:23]=[C:24]3[N:29]([C:30](=[O:40])[C:31]=2[O:32][CH2:33][C:34]2[CH:39]=[CH:38][CH:37]=[CH:36][CH:35]=2)[CH2:28][CH2:27][O:26][C:25]3([CH3:42])[CH3:41])=[O:21])=[C:16]([N:11]2[C:12](=[O:15])[CH2:13][CH2:14][C@@H:10]2[CH2:9][OH:8])[CH:46]=1. The catalyst class is: 7. (2) Reactant: [CH:1]1([NH:4][C:5]([NH:7][C:8]2[CH:13]=[CH:12][C:11]([O:14][C:15]3[CH:20]=[CH:19][N:18]=[C:17]4[CH:21]=[C:22]([C:24]5[CH:29]=[CH:28][C:27]([CH:30]=[O:31])=[CH:26][N:25]=5)[S:23][C:16]=34)=[C:10]([F:32])[CH:9]=2)=[O:6])[CH2:3][CH2:2]1.[OH:33]OS([O-])=O.[K+].Cl. Product: [CH:1]1([NH:4][C:5](=[O:6])[NH:7][C:8]2[CH:13]=[CH:12][C:11]([O:14][C:15]3[CH:20]=[CH:19][N:18]=[C:17]4[CH:21]=[C:22]([C:24]5[CH:29]=[CH:28][C:27]([C:30]([OH:33])=[O:31])=[CH:26][N:25]=5)[S:23][C:16]=34)=[C:10]([F:32])[CH:9]=2)[CH2:2][CH2:3]1. The catalyst class is: 3. (3) Reactant: [CH2:1]([O:3][C:4](=[O:25])[C:5]1[CH:10]=[CH:9][CH:8]=[C:7]([N:11]2[C:15]([CH3:16])=[CH:14][CH:13]=[C:12]2[C:17]2[CH:22]=[C:21]([Br:23])[CH:20]=[CH:19][C:18]=2[OH:24])[CH:6]=1)[CH3:2].C([O-])([O-])=O.[K+].[K+].[F:32][C:33]1[CH:40]=[CH:39][C:36]([CH2:37]Br)=[CH:35][CH:34]=1. Product: [CH2:1]([O:3][C:4](=[O:25])[C:5]1[CH:10]=[CH:9][CH:8]=[C:7]([N:11]2[C:15]([CH3:16])=[CH:14][CH:13]=[C:12]2[C:17]2[CH:22]=[C:21]([Br:23])[CH:20]=[CH:19][C:18]=2[O:24][CH2:37][C:36]2[CH:39]=[CH:40][C:33]([F:32])=[CH:34][CH:35]=2)[CH:6]=1)[CH3:2]. The catalyst class is: 3. (4) Reactant: C[O-].[Na+].[CH3:4][C:5]1[NH:6][C:7]2[C:12]([CH:13]=1)=[C:11]([N+:14]([O-:16])=[O:15])[CH:10]=[CH:9][CH:8]=2.[Cl:17][C:18]1[CH:23]=[CH:22][C:21]([S:24][S:24][C:21]2[CH:22]=[CH:23][C:18]([Cl:17])=[CH:19][CH:20]=2)=[CH:20][CH:19]=1. Product: [Cl:17][C:18]1[CH:23]=[CH:22][C:21]([S:24][C:13]2[C:12]3[C:7](=[CH:8][CH:9]=[CH:10][C:11]=3[N+:14]([O-:16])=[O:15])[NH:6][C:5]=2[CH3:4])=[CH:20][CH:19]=1. The catalyst class is: 5. (5) Reactant: [NH2:1][C:2]1[CH:11]=[CH:10][C:5]([O:6][CH2:7][CH2:8][OH:9])=[C:4]([N:12]2[C:16]([CH:17]3[CH2:19][CH2:18]3)=[N:15][N:14]=[N:13]2)[CH:3]=1.Cl.Cl[C:22]1[N:27]=[C:26]([NH:28][C@@H:29]2[CH2:37][C@H:36]3[N:32]([CH2:33][CH2:34][CH2:35]3)[C:31]([CH3:39])([CH3:38])[CH2:30]2)[C:25]([F:40])=[CH:24][N:23]=1.CC1C=CC(S(O)(=O)=O)=CC=1.O. Product: [CH:17]1([C:16]2[N:12]([C:4]3[CH:3]=[C:2]([NH:1][C:22]4[N:27]=[C:26]([NH:28][C@@H:29]5[CH2:37][C@H:36]6[N:32]([CH2:33][CH2:34][CH2:35]6)[C:31]([CH3:38])([CH3:39])[CH2:30]5)[C:25]([F:40])=[CH:24][N:23]=4)[CH:11]=[CH:10][C:5]=3[O:6][CH2:7][CH2:8][OH:9])[N:13]=[N:14][N:15]=2)[CH2:19][CH2:18]1. The catalyst class is: 41.